This data is from Full USPTO retrosynthesis dataset with 1.9M reactions from patents (1976-2016). The task is: Predict the reactants needed to synthesize the given product. (1) Given the product [C:23]([C:25]1[CH:43]=[C:42]([C:2]2[CH:7]=[CH:6][N:5]=[C:4]3[NH:8][C:9]([C:11]4[CH:16]=[CH:15][C:14]([N:17]5[CH2:22][CH2:21][O:20][CH2:19][CH2:18]5)=[CH:13][CH:12]=4)=[N:10][C:3]=23)[CH:41]=[CH:40][C:26]=1[O:27][C@@H:28]1[CH2:32][CH2:31][N:30]([C:33]([O:35][C:36]([CH3:39])([CH3:38])[CH3:37])=[O:34])[CH2:29]1)#[N:24], predict the reactants needed to synthesize it. The reactants are: Cl[C:2]1[CH:7]=[CH:6][N:5]=[C:4]2[NH:8][C:9]([C:11]3[CH:16]=[CH:15][C:14]([N:17]4[CH2:22][CH2:21][O:20][CH2:19][CH2:18]4)=[CH:13][CH:12]=3)=[N:10][C:3]=12.[C:23]([C:25]1[CH:43]=[C:42](B2OC(C)(C)C(C)(C)O2)[CH:41]=[CH:40][C:26]=1[O:27][C@@H:28]1[CH2:32][CH2:31][N:30]([C:33]([O:35][C:36]([CH3:39])([CH3:38])[CH3:37])=[O:34])[CH2:29]1)#[N:24].C([O-])([O-])=O.[Cs+].[Cs+]. (2) Given the product [C:19]([O:22][C@@H:23]1[C@@H:27]([C:28]2[N:29]=[N:30][N:31]([CH2:33][CH3:34])[N:32]=2)[O:26][C@@H:25]([N:35]2[CH:43]=[N:42][C:41]3[C:36]2=[N:37][C:38]([Cl:45])=[N:39][C:40]=3[NH:1][CH2:2][C:3]([C:5]2[CH:6]=[CH:7][C:8]([F:11])=[CH:9][CH:10]=2)([C:12]2[CH:17]=[CH:16][C:15]([F:18])=[CH:14][CH:13]=2)[OH:4])[C@@H:24]1[O:46][C:47](=[O:49])[CH3:48])(=[O:21])[CH3:20], predict the reactants needed to synthesize it. The reactants are: [NH2:1][CH2:2][C:3]([C:12]1[CH:17]=[CH:16][C:15]([F:18])=[CH:14][CH:13]=1)([C:5]1[CH:10]=[CH:9][C:8]([F:11])=[CH:7][CH:6]=1)[OH:4].[C:19]([O:22][C@@H:23]1[C@@H:27]([C:28]2[N:29]=[N:30][N:31]([CH2:33][CH3:34])[N:32]=2)[O:26][C@@H:25]([N:35]2[CH:43]=[N:42][C:41]3[C:36]2=[N:37][C:38]([Cl:45])=[N:39][C:40]=3Cl)[C@@H:24]1[O:46][C:47](=[O:49])[CH3:48])(=[O:21])[CH3:20].CCN(C(C)C)C(C)C. (3) The reactants are: [Cl:1][C:2]1[C:7]([CH3:8])=[C:6]([C:9]2[CH:14]=[CH:13][C:12]([F:15])=[CH:11][C:10]=2[F:16])[N:5]=[C:4]([S:17][CH3:18])[N:3]=1.[Br:19]N1C(=O)CCC1=O.C(OOC(=O)C1C=CC=CC=1)(=O)C1C=CC=CC=1. Given the product [Br:19][CH2:8][C:7]1[C:2]([Cl:1])=[N:3][C:4]([S:17][CH3:18])=[N:5][C:6]=1[C:9]1[CH:14]=[CH:13][C:12]([F:15])=[CH:11][C:10]=1[F:16], predict the reactants needed to synthesize it. (4) Given the product [C:34]([N:37]1[C:46]2[C:41](=[CH:42][C:43]([Br:47])=[CH:44][CH:45]=2)[C@H:40]([NH:48][C:9]2[CH:10]=[CH:11][CH:12]=[CH:13][CH:14]=2)[CH2:39][C@@H:38]1[CH3:49])(=[O:36])[CH3:35], predict the reactants needed to synthesize it. The reactants are: [C:9](O)(=O)[CH2:10][CH2:11][CH2:12][CH2:13][CH2:14]CC[CH2:9][CH2:10][CH2:11][CH2:12][CH2:13][CH3:14].C1(B(O)O)C=CC=CC=1.N1C(C)=CC=CC=1C.[C:34]([N:37]1[C:46]2[C:41](=[CH:42][C:43]([Br:47])=[CH:44][CH:45]=2)[C@H:40]([NH2:48])[CH2:39][C@@H:38]1[CH3:49])(=[O:36])[CH3:35].